Dataset: Reaction yield outcomes from USPTO patents with 853,638 reactions. Task: Predict the reaction yield, written as a fraction of the theoretical maximum amount of product (1.0 means a 100% yield; for example, 0.34 means a 34% yield). (1) The reactants are B(F)(F)F.[CH3:5][CH2:6][O:7][CH2:8][CH3:9].[Cl:10][C:11]1[N:16]=[CH:15]C(N)=[CH:13][C:12]=1C.N(OC(C)(C)C)=[O:20]. The product is [C:6]([O:7][C:8]1[CH:15]=[N:16][C:11]([Cl:10])=[C:12]([CH3:13])[CH:9]=1)(=[O:20])[CH3:5]. The yield is 0.620. The catalyst is COCCOC.ClCCl.CCCCC. (2) The reactants are [F:8][C:7]([F:10])([F:9])[C:6](O[C:6](=[O:11])[C:7]([F:10])([F:9])[F:8])=[O:11].[Br:14][C:15]1[CH:21]=[CH:20][C:18]([NH2:19])=[C:17]([CH:22]2[CH2:26][CH2:25][CH2:24][O:23]2)[CH:16]=1.[N+:27]([O-])([O-:29])=[O:28].[NH4+]. The product is [Br:14][C:15]1[CH:16]=[C:17]([CH:22]2[CH2:26][CH2:25][CH2:24][O:23]2)[C:18]([NH:19][C:6](=[O:11])[C:7]([F:8])([F:9])[F:10])=[C:20]([N+:27]([O-:29])=[O:28])[CH:21]=1. The yield is 0.620. No catalyst specified. (3) The reactants are C([O:8][C:9]1[C:10](=[O:23])[CH:11]=[C:12]([C:16]([OH:22])([OH:21])[C:17]([F:20])([F:19])[F:18])[N:13]([CH3:15])[CH:14]=1)C1C=CC=CC=1.Cl.[OH-].[Na+]. The catalyst is O. The product is [OH:8][C:9]1[C:10](=[O:23])[CH:11]=[C:12]([C:16]([OH:21])([OH:22])[C:17]([F:18])([F:19])[F:20])[N:13]([CH3:15])[CH:14]=1. The yield is 0.460. (4) The reactants are [CH3:1][C:2]1[NH:6][C:5]2[C:7]([C:17]([O:19]C)=[O:18])=[CH:8][C:9]([N:11]3[CH2:16][CH2:15][O:14][CH2:13][CH2:12]3)=[CH:10][C:4]=2[N:3]=1.Br[CH:22]([C:24]1[CH:29]=[CH:28][CH:27]=[C:26]([Cl:30])[CH:25]=1)[CH3:23].C(=O)([O-])[O-].[K+].[K+].[OH-].[Li+]. The catalyst is CN(C)C=O.O1CCCC1.O. The product is [Cl:30][C:26]1[CH:25]=[C:24]([CH:22]([N:3]2[C:4]3[CH:10]=[C:9]([N:11]4[CH2:16][CH2:15][O:14][CH2:13][CH2:12]4)[CH:8]=[C:7]([C:17]([OH:19])=[O:18])[C:5]=3[N:6]=[C:2]2[CH3:1])[CH3:23])[CH:29]=[CH:28][CH:27]=1. The yield is 0.243.